From a dataset of Catalyst prediction with 721,799 reactions and 888 catalyst types from USPTO. Predict which catalyst facilitates the given reaction. (1) Reactant: CC12CC(CC1)CC2=O.C([C:14]1[CH:19]=[C:18](C)[CH:17]=[C:16]([C:21]([CH3:24])([CH3:23])C)N=1)(C)(C)C.[F:25][C:26]([F:39])([F:38])[S:27]([O:30]S(C(F)(F)F)(=O)=O)(=[O:29])=[O:28].O. Product: [F:25][C:26]([F:39])([F:38])[S:27]([O:30][C:16]12[CH2:17][CH:18]([CH2:19][CH2:14]1)[CH2:24][C:21]2=[CH2:23])(=[O:29])=[O:28]. The catalyst class is: 2. (2) Reactant: [CH3:1][C:2]([C@H:4]1[C@@H:8]2[C@@H:9]3[C@@:22]([CH3:25])([CH2:23][CH2:24][C@@:7]2([CH2:31][OH:32])[CH2:6][CH2:5]1)[C@@:21]1([CH3:26])[C@@H:12]([C@:13]2([CH3:30])[C@@H:18]([CH2:19][CH2:20]1)[C:17]([CH3:28])([CH3:27])[C@@H:16]([OH:29])[CH2:15][CH2:14]2)[CH2:11][CH2:10]3)=[CH2:3].CC(C)=O.OS(O)(=O)=O.O=[Cr](=O)=O.CO.O. Product: [CH3:3][C:2]([C@H:4]1[C@@H:8]2[C@@H:9]3[C@@:22]([CH3:25])([CH2:23][CH2:24][C@@:7]2([CH:31]=[O:32])[CH2:6][CH2:5]1)[C@@:21]1([CH3:26])[C@@H:12]([C@:13]2([CH3:30])[C@@H:18]([CH2:19][CH2:20]1)[C:17]([CH3:28])([CH3:27])[C:16](=[O:29])[CH2:15][CH2:14]2)[CH2:11][CH2:10]3)=[CH2:1]. The catalyst class is: 21. (3) Reactant: [NH2:1][C:2]1[CH:3]=[C:4]([C@@H:8]([NH:15][C:16]([O:18][CH2:19][C:20]2[CH:25]=[CH:24][CH:23]=[CH:22][CH:21]=2)=[O:17])[CH2:9][C:10]([O:12][CH2:13][CH3:14])=[O:11])[CH:5]=[CH:6][CH:7]=1.C(OC(N[C@@H](C1C=CC=C([N+]([O-])=O)C=1)CC(OCC)=O)=O)C1C=CC=CC=1. Product: [NH2:1][C:2]1[CH:3]=[C:4]([C@H:8]([NH:15][C:16]([O:18][CH2:19][C:20]2[CH:21]=[CH:22][CH:23]=[CH:24][CH:25]=2)=[O:17])[CH2:9][C:10]([O:12][CH2:13][CH3:14])=[O:11])[CH:5]=[CH:6][CH:7]=1. The catalyst class is: 292.